Dataset: Reaction yield outcomes from USPTO patents with 853,638 reactions. Task: Predict the reaction yield, written as a fraction of the theoretical maximum amount of product (1.0 means a 100% yield; for example, 0.34 means a 34% yield). (1) The reactants are [F:1][C:2]1[C:11]2[C:6](=[CH:7][CH:8]=[CH:9][CH:10]=2)[C:5]([C:12]([OH:14])=[O:13])=[CH:4][CH:3]=1.[CH2:15](O)[CH3:16].S(=O)(=O)(O)O. The catalyst is C(OCC)(=O)C. The product is [CH2:15]([O:13][C:12]([C:5]1[C:6]2[C:11](=[CH:10][CH:9]=[CH:8][CH:7]=2)[C:2]([F:1])=[CH:3][CH:4]=1)=[O:14])[CH3:16]. The yield is 0.720. (2) The reactants are [CH:1]1[C:6]([NH:7][NH2:8])=[CH:5][CH:4]=[C:3](S(N)(=O)=O)[CH:2]=1.Cl.[CH2:14](O)C. No catalyst specified. The product is [NH:7]1[C:6]2[C:1](=[CH:2][CH:3]=[CH:4][CH:5]=2)[CH2:14][NH:8]1. The yield is 0.840.